This data is from Full USPTO retrosynthesis dataset with 1.9M reactions from patents (1976-2016). The task is: Predict the reactants needed to synthesize the given product. (1) Given the product [O:20]=[C:8]1[C:7]([C:25]2[CH:30]=[CH:29][CH:28]=[CH:27][N:26]=2)=[CH:15][C:14]([C:16]([OH:19])=[O:38])=[C:13]2[N:9]1[CH2:10][CH2:11][CH2:12]2, predict the reactants needed to synthesize it. The reactants are: FC(F)(F)S(O[C:7]1[C:8](=[O:20])[N:9]2[C:13](=[C:14]([C:16](=[O:19])CC)[CH:15]=1)[CH2:12][CH2:11][CH2:10]2)(=O)=O.C[Sn](C)(C)[C:25]1[CH:30]=[CH:29][CH:28]=[CH:27][N:26]=1.[Li+].[Cl-].C1C[O:38]CC1. (2) The reactants are: Cl.[NH2:2][CH2:3][C@@H:4]1[O:8][C:7](=[O:9])[N:6]([C:10]2[CH:15]=[CH:14][C:13]([N:16]3[CH2:21][CH2:20][O:19][CH2:18][C:17]3=[O:22])=[CH:12][CH:11]=2)[CH2:5]1.C(=O)([O-])[O-].[K+].[K+]. Given the product [NH2:2][CH2:3][C@@H:4]1[O:8][C:7](=[O:9])[N:6]([C:10]2[CH:15]=[CH:14][C:13]([N:16]3[CH2:21][CH2:20][O:19][CH2:18][C:17]3=[O:22])=[CH:12][CH:11]=2)[CH2:5]1, predict the reactants needed to synthesize it. (3) Given the product [CH3:1][C:2]1([CH3:12])[C@H:7]2[CH2:8][C@@H:3]1[CH2:4][CH2:5][C@H:6]2[CH2:9][C:10]([OH:15])=[O:11], predict the reactants needed to synthesize it. The reactants are: [CH3:1][C:2]1([CH3:12])[C@H:7]2[CH2:8][C@@H:3]1[CH2:4][CH2:5][C@H:6]2[CH2:9][CH2:10][OH:11].C([OH:15])C. (4) The reactants are: C([Mg]Cl)CCC.C([Li])CCC.CCCCCC.[Br:18][C:19]1[CH:24]=[CH:23][C:22](Br)=[CH:21][N:20]=1.CN([CH:29]=[O:30])C. Given the product [Br:18][C:19]1[N:20]=[CH:21][C:22]([CH:29]=[O:30])=[CH:23][CH:24]=1, predict the reactants needed to synthesize it. (5) The reactants are: [NH:1]1[C:9]2[C:4](=[CH:5][CH:6]=[CH:7][CH:8]=2)[C:3]([CH2:10][CH:11]([CH3:16])[C:12](OC)=[O:13])=[CH:2]1.CO. Given the product [NH:1]1[C:9]2[C:4](=[CH:5][CH:6]=[CH:7][CH:8]=2)[C:3]([CH2:10][CH:11]([CH3:16])[CH2:12][OH:13])=[CH:2]1, predict the reactants needed to synthesize it.